This data is from Forward reaction prediction with 1.9M reactions from USPTO patents (1976-2016). The task is: Predict the product of the given reaction. (1) Given the reactants [F:1][C:2]([F:38])([F:37])[CH2:3][NH:4][C:5]([C:7]1([CH2:20][CH2:21][CH2:22][CH2:23][N:24]2[CH2:29][CH2:28][N:27](OC(C)(C)C)[CH2:26][C:25]2=C=O)[C:19]2[CH:18]=[CH:17][CH:16]=[CH:15][C:14]=2[C:13]2[C:8]1=[CH:9][CH:10]=[CH:11][CH:12]=2)=[O:6].FC(F)(F)C(O)=O, predict the reaction product. The product is: [F:37][C:2]([F:1])([F:38])[CH2:3][NH:4][C:5]([C:7]1([CH2:20][CH2:21][CH2:22][CH2:23][N:24]2[CH2:25][CH2:26][NH:27][CH2:28][CH2:29]2)[C:8]2[CH:9]=[CH:10][CH:11]=[CH:12][C:13]=2[C:14]2[C:19]1=[CH:18][CH:17]=[CH:16][CH:15]=2)=[O:6]. (2) Given the reactants [Cl:1][C:2]1[N:3]=[C:4]([S:11][CH3:12])[C:5]2[CH:10]=[CH:9][NH:8][C:6]=2[N:7]=1.[O-]P([O-])([O-])=O.[K+].[K+].[K+].[C:21]([O:25][C:26](=[O:28])[CH3:27])([CH3:24])([CH3:23])[CH3:22].CN[C@@H:31]1[CH2:36][CH2:35][CH2:34][CH2:33][C@H:32]1NC, predict the reaction product. The product is: [Cl:1][C:2]1[N:3]=[C:4]([S:11][CH3:12])[C:5]2[CH:10]=[CH:9][N:8]([C:31]3[CH:36]=[CH:35][C:34]([CH2:27][C:26]([O:25][C:21]([CH3:24])([CH3:23])[CH3:22])=[O:28])=[CH:33][CH:32]=3)[C:6]=2[N:7]=1. (3) Given the reactants [C:1]1([CH:7]([C:26]2[CH:31]=[CH:30][CH:29]=[CH:28][CH:27]=2)[CH2:8][CH2:9][N:10]2[CH2:15][CH2:14][N:13]([C:16]3[CH:24]=[C:23]4[C:19]([CH2:20][NH:21][C:22]4=[O:25])=[CH:18][CH:17]=3)[CH2:12][CH2:11]2)[CH:6]=[CH:5][CH:4]=[CH:3][CH:2]=1.[CH2:32](Br)[CH:33]=[CH2:34], predict the reaction product. The product is: [CH2:34]([N:21]1[CH2:20][C:19]2[C:23](=[CH:24][C:16]([N:13]3[CH2:12][CH2:11][N:10]([CH2:9][CH2:8][CH:7]([C:1]4[CH:2]=[CH:3][CH:4]=[CH:5][CH:6]=4)[C:26]4[CH:31]=[CH:30][CH:29]=[CH:28][CH:27]=4)[CH2:15][CH2:14]3)=[CH:17][CH:18]=2)[C:22]1=[O:25])[CH:33]=[CH2:32].